From a dataset of Full USPTO retrosynthesis dataset with 1.9M reactions from patents (1976-2016). Predict the reactants needed to synthesize the given product. (1) Given the product [O:6]1[CH:10]=[CH:9][CH:8]=[C:7]1[CH:11]=[CH:12][C:13](=[O:25])[C:14](=[CH:19][C:20]1[O:21][CH:22]=[CH:23][CH:24]=1)[CH2:15][C:16]([O:18][CH2:26][CH3:27])=[O:17], predict the reactants needed to synthesize it. The reactants are: S(=O)(=O)(O)O.[O:6]1[CH:10]=[CH:9][CH:8]=[C:7]1[CH:11]=[CH:12][C:13](=[O:25])[C:14](=[CH:19][C:20]1[O:21][CH:22]=[CH:23][CH:24]=1)[CH2:15][C:16]([OH:18])=[O:17].[CH3:26][CH2:27]OC(C)=O.C(=O)(O)[O-].[Na+]. (2) The reactants are: [N+:1]([C:4]1[CH:9]=[CH:8][CH:7]=[CH:6][C:5]=1[OH:10])([O-:3])=[O:2].[F-].[Cs+].S(C1C=CC([N+]([O-])=O)=CC=1)(O[CH2:17][C@H:18]1[O:20][CH2:19]1)(=O)=O.O. Given the product [N+:1]([C:4]1[CH:9]=[CH:8][CH:7]=[CH:6][C:5]=1[O:10][CH2:17][C@H:18]1[O:20][CH2:19]1)([O-:3])=[O:2], predict the reactants needed to synthesize it. (3) Given the product [CH3:26][C:8]1[C:9]([C:16]2[CH:21]=[CH:20][CH:19]=[C:18]([C:22]([F:24])([F:23])[F:25])[CH:17]=2)=[N:10][C:11]2[C:6]([C:7]=1[C:27]([O:29][CH3:36])=[O:28])=[CH:5][C:4]([S:33][CH:31]([CH3:32])[CH3:30])=[C:13]([O:14][CH3:15])[CH:12]=2, predict the reactants needed to synthesize it. The reactants are: [H-].[Na+].F[C:4]1[CH:5]=[C:6]2[C:11](=[CH:12][C:13]=1[O:14][CH3:15])[N:10]=[C:9]([C:16]1[CH:21]=[CH:20][CH:19]=[C:18]([C:22]([F:25])([F:24])[F:23])[CH:17]=1)[C:8]([CH3:26])=[C:7]2[C:27]([OH:29])=[O:28].[CH3:30][CH:31]([S-:33])[CH3:32].[Na+].I[CH3:36]. (4) The reactants are: F[C:2]1[CH:7]=[CH:6][CH:5]=[CH:4][C:3]=1[CH:8]1[CH2:13][CH2:12][CH2:11][N:10]([C:14]([C:16]2[CH:21]=[CH:20][N:19]=[C:18]([N:22]([CH3:24])[CH3:23])[CH:17]=2)=[O:15])[CH2:9]1.[CH3:25]N(C)C1C=C(C=CN=1)C(O)=O.Cl.CC1C=CC(C2CCCNC2)=CC=1. Given the product [CH3:23][N:22]([CH3:24])[C:18]1[CH:17]=[C:16]([C:14]([N:10]2[CH2:11][CH2:12][CH2:13][CH:8]([C:3]3[CH:4]=[CH:5][C:6]([CH3:25])=[CH:7][CH:2]=3)[CH2:9]2)=[O:15])[CH:21]=[CH:20][N:19]=1, predict the reactants needed to synthesize it. (5) Given the product [CH3:38][Si:32]([CH3:37])([CH2:33][CH2:34][CH2:35][NH:36][C:53]([NH:52][C:46]1[CH:51]=[CH:50][CH:49]=[CH:48][CH:47]=1)=[O:54])[CH2:31][CH2:30][C:24]1[C:25]2[CH2:26][N:27]3[C:19](=[CH:18][C:17]4[C@@:12]([O:11][C:8](=[O:10])[CH3:9])([CH2:44][CH3:45])[C:13](=[O:43])[O:14][CH2:15][C:16]=4[C:28]3=[O:29])[C:20]=2[N:21]=[C:22]2[CH:42]=[CH:41][CH:40]=[CH:39][C:23]=12, predict the reactants needed to synthesize it. The reactants are: FC(F)(F)C([O-])=O.[C:8]([O:11][C@@:12]1([CH2:44][CH3:45])[C:17]2[CH:18]=[C:19]3[N:27]([C:28](=[O:29])[C:16]=2[CH2:15][O:14][C:13]1=[O:43])[CH2:26][C:25]1[C:24]([CH2:30][CH2:31][Si:32]([CH3:38])([CH3:37])[CH2:33][CH2:34][CH2:35][NH3+:36])=[C:23]2[CH:39]=[CH:40][CH:41]=[CH:42][C:22]2=[N:21][C:20]3=1)(=[O:10])[CH3:9].[C:46]1([N:52]=[C:53]=[O:54])[CH:51]=[CH:50][CH:49]=[CH:48][CH:47]=1.